Dataset: Merck oncology drug combination screen with 23,052 pairs across 39 cell lines. Task: Regression. Given two drug SMILES strings and cell line genomic features, predict the synergy score measuring deviation from expected non-interaction effect. (1) Cell line: KPL1. Drug 2: O=C(CCCCCCC(=O)Nc1ccccc1)NO. Synergy scores: synergy=-7.14. Drug 1: COc1cccc2c1C(=O)c1c(O)c3c(c(O)c1C2=O)CC(O)(C(=O)CO)CC3OC1CC(N)C(O)C(C)O1. (2) Drug 1: CN1C(=O)C=CC2(C)C3CCC4(C)C(NC(=O)OCC(F)(F)F)CCC4C3CCC12. Drug 2: CCC1=CC2CN(C1)Cc1c([nH]c3ccccc13)C(C(=O)OC)(c1cc3c(cc1OC)N(C)C1C(O)(C(=O)OC)C(OC(C)=O)C4(CC)C=CCN5CCC31C54)C2. Cell line: NCIH1650. Synergy scores: synergy=7.07. (3) Cell line: NCIH520. Drug 1: Cn1nnc2c(C(N)=O)ncn2c1=O. Drug 2: Cc1nc(Nc2ncc(C(=O)Nc3c(C)cccc3Cl)s2)cc(N2CCN(CCO)CC2)n1. Synergy scores: synergy=22.0. (4) Drug 1: CS(=O)(=O)CCNCc1ccc(-c2ccc3ncnc(Nc4ccc(OCc5cccc(F)c5)c(Cl)c4)c3c2)o1. Drug 2: Cc1nc(Nc2ncc(C(=O)Nc3c(C)cccc3Cl)s2)cc(N2CCN(CCO)CC2)n1. Cell line: SKMES1. Synergy scores: synergy=63.1. (5) Drug 1: CC(=O)OC1C(=O)C2(C)C(O)CC3OCC3(OC(C)=O)C2C(OC(=O)c2ccccc2)C2(O)CC(OC(=O)C(O)C(NC(=O)c3ccccc3)c3ccccc3)C(C)=C1C2(C)C. Drug 2: Cn1cc(-c2cnn3c(N)c(Br)c(C4CCCNC4)nc23)cn1. Cell line: MDAMB436. Synergy scores: synergy=2.47. (6) Drug 1: NC(=O)c1cccc2cn(-c3ccc(C4CCCNC4)cc3)nc12. Drug 2: Cn1cc(-c2cnn3c(N)c(Br)c(C4CCCNC4)nc23)cn1. Cell line: NCIH2122. Synergy scores: synergy=-28.5. (7) Drug 1: CC1CC2C3CCC4=CC(=O)C=CC4(C)C3(F)C(O)CC2(C)C1(O)C(=O)CO. Drug 2: Cc1nc(Nc2ncc(C(=O)Nc3c(C)cccc3Cl)s2)cc(N2CCN(CCO)CC2)n1. Cell line: HCT116. Synergy scores: synergy=-46.2. (8) Drug 1: CC(=O)OC1C(=O)C2(C)C(O)CC3OCC3(OC(C)=O)C2C(OC(=O)c2ccccc2)C2(O)CC(OC(=O)C(O)C(NC(=O)c3ccccc3)c3ccccc3)C(C)=C1C2(C)C. Drug 2: C#Cc1cccc(Nc2ncnc3cc(OCCOC)c(OCCOC)cc23)c1. Cell line: SKOV3. Synergy scores: synergy=16.6. (9) Drug 1: N.N.O=C(O)C1(C(=O)O)CCC1.[Pt]. Drug 2: COC1CC2CCC(C)C(O)(O2)C(=O)C(=O)N2CCCCC2C(=O)OC(C(C)CC2CCC(OP(C)(C)=O)C(OC)C2)CC(=O)C(C)C=C(C)C(O)C(OC)C(=O)C(C)CC(C)C=CC=CC=C1C. Cell line: A2780. Synergy scores: synergy=18.6.